This data is from Peptide-MHC class I binding affinity with 185,985 pairs from IEDB/IMGT. The task is: Regression. Given a peptide amino acid sequence and an MHC pseudo amino acid sequence, predict their binding affinity value. This is MHC class I binding data. (1) The peptide sequence is LDYLRQAGL. The MHC is H-2-Kb with pseudo-sequence H-2-Kb. The binding affinity (normalized) is 0.326. (2) The peptide sequence is YTMADLVYA. The MHC is HLA-A02:03 with pseudo-sequence HLA-A02:03. The binding affinity (normalized) is 0.983.